Dataset: Catalyst prediction with 721,799 reactions and 888 catalyst types from USPTO. Task: Predict which catalyst facilitates the given reaction. (1) Reactant: [Cl:1][C:2]1[CH:3]=[C:4]([CH:19]=[CH:20][N:21]=1)[C:5]([NH:7][C:8]1[CH:13]=[C:12]([C:14]([F:17])([F:16])[F:15])[CH:11]=[CH:10][C:9]=1[OH:18])=O.O1CCCC1.C1(P(C2C=CC=CC=2)C2C=CC=CC=2)C=CC=CC=1.N(C(OCC)=O)=NC(OCC)=O. Product: [Cl:1][C:2]1[CH:3]=[C:4]([C:5]2[O:18][C:9]3[CH:10]=[CH:11][C:12]([C:14]([F:17])([F:16])[F:15])=[CH:13][C:8]=3[N:7]=2)[CH:19]=[CH:20][N:21]=1. The catalyst class is: 11. (2) Reactant: [NH2:1][C:2]1[CH:3]=[C:4]([C:8]2[CH:16]=[CH:15][C:14]([C:17]([NH2:19])=[O:18])=[C:13]3[C:9]=2[CH:10]=[C:11](/[CH:28]=[CH:29]/[O:30][CH2:31][CH3:32])[N:12]3[CH2:20][O:21][CH2:22][CH2:23][Si:24]([CH3:27])([CH3:26])[CH3:25])[CH:5]=[CH:6][CH:7]=1. Product: [NH2:1][C:2]1[CH:3]=[C:4]([C:8]2[CH:16]=[CH:15][C:14]([C:17]([NH2:19])=[O:18])=[C:13]3[C:9]=2[CH:10]=[C:11]([CH2:28][CH2:29][O:30][CH2:31][CH3:32])[N:12]3[CH2:20][O:21][CH2:22][CH2:23][Si:24]([CH3:25])([CH3:26])[CH3:27])[CH:5]=[CH:6][CH:7]=1. The catalyst class is: 19. (3) Reactant: [OH:1][CH:2]([CH2:23][OH:24])[CH2:3][N:4]1[CH:9]=[CH:8][C:7](=[O:10])[C:6]([O:11][CH2:12][C:13]2[CH:18]=[CH:17][CH:16]=[CH:15][CH:14]=2)=[C:5]1[C:19]([O:21][CH3:22])=[O:20].[Br:25]N1C(=O)CCC1=O. Product: [Br:25][C:8]1[C:7](=[O:10])[C:6]([O:11][CH2:12][C:13]2[CH:14]=[CH:15][CH:16]=[CH:17][CH:18]=2)=[C:5]([C:19]([O:21][CH3:22])=[O:20])[N:4]([CH2:3][CH:2]([OH:1])[CH2:23][OH:24])[CH:9]=1. The catalyst class is: 3.